This data is from Forward reaction prediction with 1.9M reactions from USPTO patents (1976-2016). The task is: Predict the product of the given reaction. (1) Given the reactants Cl.[O:2]([NH2:4])[CH3:3].[Br:5][C:6]1[CH:7]=[CH:8][C:9]2[C:10]3[N:18]([CH2:19][CH2:20][CH2:21][CH:22]=O)[C:17]([CH2:24][CH2:25][CH3:26])=[N:16][C:11]=3[CH:12]=[N:13][C:14]=2[CH:15]=1, predict the reaction product. The product is: [CH3:3][O:2][N:4]=[CH:22][CH2:21][CH2:20][CH2:19][N:18]1[C:10]2[C:9]3[CH:8]=[CH:7][C:6]([Br:5])=[CH:15][C:14]=3[N:13]=[CH:12][C:11]=2[N:16]=[C:17]1[CH2:24][CH2:25][CH3:26]. (2) Given the reactants [CH2:1]([N:8]([C:10]([NH:12][C:13]1[CH:14]=[N:15][N:16]([CH2:18][C:19]2[C:20]([CH3:25])=[N:21][O:22][C:23]=2[CH3:24])[CH:17]=1)=[O:11])[NH2:9])[C:2]1[CH:7]=[CH:6][CH:5]=[CH:4][CH:3]=1.Cl[C:27](OCC)=[O:28].C(N(CC)CC)C.[OH-].[Na+], predict the reaction product. The product is: [CH2:1]([N:8]1[C:10](=[O:11])[N:12]([C:13]2[CH:14]=[N:15][N:16]([CH2:18][C:19]3[C:20]([CH3:25])=[N:21][O:22][C:23]=3[CH3:24])[CH:17]=2)[C:27](=[O:28])[NH:9]1)[C:2]1[CH:7]=[CH:6][CH:5]=[CH:4][CH:3]=1. (3) Given the reactants [OH:1][CH:2]1[CH2:23][NH:22][CH2:21][CH2:20][C:3]21[C:7](=[O:8])[N:6]([C:9]1[CH:14]=[CH:13][C:12]([O:15][C:16]([F:19])([F:18])[F:17])=[CH:11][CH:10]=1)[CH2:5][CH2:4]2.[F:24][C:25]([F:38])([F:37])[O:26][C:27]1[CH:32]=[CH:31][CH:30]=[CH:29][C:28]=1[S:33](Cl)(=[O:35])=[O:34], predict the reaction product. The product is: [OH:1][CH:2]1[CH2:23][N:22]([S:33]([C:28]2[CH:29]=[CH:30][CH:31]=[CH:32][C:27]=2[O:26][C:25]([F:24])([F:37])[F:38])(=[O:35])=[O:34])[CH2:21][CH2:20][C:3]21[C:7](=[O:8])[N:6]([C:9]1[CH:14]=[CH:13][C:12]([O:15][C:16]([F:19])([F:17])[F:18])=[CH:11][CH:10]=1)[CH2:5][CH2:4]2.